Predict the reaction yield, written as a fraction of the theoretical maximum amount of product (1.0 means a 100% yield; for example, 0.34 means a 34% yield). From a dataset of Reaction yield outcomes from USPTO patents with 853,638 reactions. (1) The reactants are [NH2:1][C:2]1[C:11]2[C:6](=[C:7](I)[C:8]([F:12])=[CH:9][CH:10]=2)[N:5]=[N:4][C:3]=1[C:14]([NH:16][CH:17]1[CH2:19][CH2:18]1)=[O:15].[CH3:20][O:21][C:22]1[N:27]=[C:26]([O:28][CH3:29])[C:25](B(O)O)=[CH:24][N:23]=1. No catalyst specified. The product is [NH2:1][C:2]1[C:11]2[C:6](=[C:7]([C:25]3[C:26]([O:28][CH3:29])=[N:27][C:22]([O:21][CH3:20])=[N:23][CH:24]=3)[C:8]([F:12])=[CH:9][CH:10]=2)[N:5]=[N:4][C:3]=1[C:14]([NH:16][CH:17]1[CH2:19][CH2:18]1)=[O:15]. The yield is 0.390. (2) The reactants are CN(C(ON1N=NC2C=CC=NC1=2)=[N+](C)C)C.F[P-](F)(F)(F)(F)F.[C:25]([O:29][C:30]([N:32]1[CH2:37][CH2:36][C:35]([C:41]#[N:42])([C:38]([OH:40])=O)[CH2:34][CH2:33]1)=[O:31])([CH3:28])([CH3:27])[CH3:26].[NH2:43][CH2:44][C:45]1[CH:46]=[N:47][C:48]([C:51]([F:54])([F:53])[F:52])=[CH:49][CH:50]=1.CCN(C(C)C)C(C)C. The catalyst is CC(N(C)C)=O.CCOC(C)=O. The product is [C:41]([C:35]1([C:38](=[O:40])[NH:43][CH2:44][C:45]2[CH:46]=[N:47][C:48]([C:51]([F:54])([F:52])[F:53])=[CH:49][CH:50]=2)[CH2:34][CH2:33][N:32]([C:30]([O:29][C:25]([CH3:26])([CH3:27])[CH3:28])=[O:31])[CH2:37][CH2:36]1)#[N:42]. The yield is 0.543. (3) The reactants are [C:1]([O:5][C:6](=[O:34])[NH:7][C:8]1([C:12]2[CH:17]=[CH:16][C:15]([C:18]3[C:19]([C:28]4[CH:33]=[CH:32][CH:31]=[CH:30][CH:29]=4)=[CH:20][C:21]4[NH:26][CH2:25][CH2:24][O:23][C:22]=4[N:27]=3)=[CH:14][CH:13]=2)[CH2:11][CH2:10][CH2:9]1)([CH3:4])([CH3:3])[CH3:2].C(N(CC)CC)C.[CH3:42][S:43](Cl)(=[O:45])=[O:44].C([O-])(O)=O.[Na+]. The yield is 0.770. The product is [C:1]([O:5][C:6](=[O:34])[NH:7][C:8]1([C:12]2[CH:13]=[CH:14][C:15]([C:18]3[C:19]([C:28]4[CH:29]=[CH:30][CH:31]=[CH:32][CH:33]=4)=[CH:20][C:21]4[N:26]([S:43]([CH3:42])(=[O:45])=[O:44])[CH2:25][CH2:24][O:23][C:22]=4[N:27]=3)=[CH:16][CH:17]=2)[CH2:11][CH2:10][CH2:9]1)([CH3:4])([CH3:2])[CH3:3]. The catalyst is C(Cl)Cl. (4) The reactants are [CH2:1]([O:8][C@H:9]1[C@H:14]([O:15][CH2:16][C:17]2[CH:22]=[CH:21][CH:20]=[CH:19][CH:18]=2)[C@@H:13]([O:23][CH2:24][C:25]2[CH:30]=[CH:29][CH:28]=[CH:27][CH:26]=2)[C@H:12]([C:31]2[CH:36]=[CH:35][C:34]([Cl:37])=[C:33]([CH2:38][C:39]3[S:40][C:41]([C:44]4[O:45][CH:46]=[CH:47][CH:48]=4)=[CH:42][N:43]=3)[CH:32]=2)[O:11][C@@H:10]1[CH:49]=[O:50])[C:2]1[CH:7]=[CH:6][CH:5]=[CH:4][CH:3]=1.CC(=CC)C.[OH:56]P([O-])(O)=O.[K+].[O-]Cl=O.[Na+]. The catalyst is CC(O)(C)C.CC(O)=O. The product is [CH2:1]([O:8][C@H:9]1[C@H:14]([O:15][CH2:16][C:17]2[CH:18]=[CH:19][CH:20]=[CH:21][CH:22]=2)[C@@H:13]([O:23][CH2:24][C:25]2[CH:30]=[CH:29][CH:28]=[CH:27][CH:26]=2)[C@H:12]([C:31]2[CH:36]=[CH:35][C:34]([Cl:37])=[C:33]([CH2:38][C:39]3[S:40][C:41]([C:44]4[O:45][CH:46]=[CH:47][CH:48]=4)=[CH:42][N:43]=3)[CH:32]=2)[O:11][C@@H:10]1[C:49]([OH:56])=[O:50])[C:2]1[CH:3]=[CH:4][CH:5]=[CH:6][CH:7]=1. The yield is 0.960. (5) The reactants are [CH2:1]([N:8]1[CH:12]=[CH:11][N:10]=[C:9]1[CH:13]([NH2:19])[CH:14]([CH2:17][CH3:18])[CH2:15][CH3:16])[C:2]1[CH:7]=[CH:6][CH:5]=[CH:4][CH:3]=1.C(N(CC)CC)C.[Cl:27][C:28]1[S:32][C:31]([S:33](Cl)(=[O:35])=[O:34])=[CH:30][CH:29]=1. The catalyst is C(Cl)Cl.CCOC(C)=O. The product is [CH2:1]([N:8]1[CH:12]=[CH:11][N:10]=[C:9]1[CH:13]([NH:19][S:33]([C:31]1[S:32][C:28]([Cl:27])=[CH:29][CH:30]=1)(=[O:35])=[O:34])[CH:14]([CH2:17][CH3:18])[CH2:15][CH3:16])[C:2]1[CH:3]=[CH:4][CH:5]=[CH:6][CH:7]=1. The yield is 0.590. (6) The reactants are C([N:8](CC1C=CC=CC=1)[C:9]1[CH:14]=[C:13]([CH3:15])[C:12]([CH:16]2[O:20][CH2:19][CH2:18][O:17]2)=[CH:11][C:10]=1[CH3:21])C1C=CC=CC=1. The catalyst is C(O)C.O. The product is [O:17]1[CH2:18][CH2:19][O:20][CH:16]1[C:12]1[C:13]([CH3:15])=[CH:14][C:9]([NH2:8])=[C:10]([CH3:21])[CH:11]=1. The yield is 0.920.